From a dataset of Peptide-MHC class II binding affinity with 134,281 pairs from IEDB. Regression. Given a peptide amino acid sequence and an MHC pseudo amino acid sequence, predict their binding affinity value. This is MHC class II binding data. (1) The peptide sequence is AGLLGNVSTVLLGGV. The MHC is DRB1_0901 with pseudo-sequence DRB1_0901. The binding affinity (normalized) is 0.542. (2) The peptide sequence is AAAQKEVSGVKGFTL. The MHC is DRB4_0103 with pseudo-sequence DRB4_0103. The binding affinity (normalized) is 0.304. (3) The peptide sequence is NYPIVQNLQGQMVHQAISPR. The MHC is DRB1_0101 with pseudo-sequence DRB1_0101. The binding affinity (normalized) is 0.864. (4) The peptide sequence is RKGVLFNIQYVNYWF. The MHC is DRB5_0101 with pseudo-sequence DRB5_0101. The binding affinity (normalized) is 0.375. (5) The peptide sequence is NIVVNVFNQLDQPLL. The MHC is HLA-DQA10401-DQB10402 with pseudo-sequence HLA-DQA10401-DQB10402. The binding affinity (normalized) is 0.230. (6) The peptide sequence is EKKYFAGTQFEPLAA. The MHC is HLA-DPA10201-DPB10101 with pseudo-sequence HLA-DPA10201-DPB10101. The binding affinity (normalized) is 0.968.